Dataset: Blood-brain barrier permeability classification from the B3DB database. Task: Regression/Classification. Given a drug SMILES string, predict its absorption, distribution, metabolism, or excretion properties. Task type varies by dataset: regression for continuous measurements (e.g., permeability, clearance, half-life) or binary classification for categorical outcomes (e.g., BBB penetration, CYP inhibition). Dataset: b3db_classification. (1) The compound is CS(=O)(=O)[C@@H]1[C@H](C(N)=S)[C@@H]1c1ccccc1. The result is 1 (penetrates BBB). (2) The result is 1 (penetrates BBB). The drug is CC1(C)O[C@@H]2C[C@H]3C4C[C@H](F)C5=CC(=O)C=CC5(C)[C@@]4(Cl)[C@@H](Cl)CC3(C)[C@]2(C(=O)CCl)O1.